This data is from Reaction yield outcomes from USPTO patents with 853,638 reactions. The task is: Predict the reaction yield, written as a fraction of the theoretical maximum amount of product (1.0 means a 100% yield; for example, 0.34 means a 34% yield). (1) The reactants are [Cl:1][C:2]1[CH:3]=[CH:4][C:5]([O:12][CH:13]=[CH2:14])=[C:6]([CH:11]=1)[C:7]([O:9][CH3:10])=[O:8].[CH2:15]([Zn]CC)C.FC(F)(F)C(O)=O.C(I)I. The catalyst is ClCCl. The product is [Cl:1][C:2]1[CH:3]=[CH:4][C:5]([O:12][CH:13]2[CH2:15][CH2:14]2)=[C:6]([CH:11]=1)[C:7]([O:9][CH3:10])=[O:8]. The yield is 0.920. (2) The reactants are FC(F)(F)C(O)=O.[CH3:8][N:9]1[CH2:13][CH2:12][C@@:11]([NH:33]C(=O)OC(C)(C)C)([CH2:14][C:15]#[C:16][C:17]2[N:22]=[C:21]([C:23]3[CH:28]=[CH:27][C:26]([C:29]([F:32])([F:31])[F:30])=[CH:25][CH:24]=3)[CH:20]=[CH:19][N:18]=2)[C:10]1=[O:41]. The catalyst is ClCCl. The product is [NH2:33][C@@:11]1([CH2:14][C:15]#[C:16][C:17]2[N:22]=[C:21]([C:23]3[CH:28]=[CH:27][C:26]([C:29]([F:32])([F:31])[F:30])=[CH:25][CH:24]=3)[CH:20]=[CH:19][N:18]=2)[CH2:12][CH2:13][N:9]([CH3:8])[C:10]1=[O:41]. The yield is 0.776.